Dataset: Catalyst prediction with 721,799 reactions and 888 catalyst types from USPTO. Task: Predict which catalyst facilitates the given reaction. (1) Reactant: [F:1][C:2]1[C:7]([F:8])=[CH:6][CH:5]=[CH:4][C:3]=1[C@@:9]([NH:18][S@@](C(C)(C)C)=O)([CH2:11][C@H:12]([OH:17])[C:13]([F:16])([F:15])[F:14])[CH3:10].CO.Cl.O1CCOCC1. Product: [NH2:18][C@@:9]([C:3]1[CH:4]=[CH:5][CH:6]=[C:7]([F:8])[C:2]=1[F:1])([CH3:10])[CH2:11][C@H:12]([OH:17])[C:13]([F:14])([F:15])[F:16]. The catalyst class is: 2. (2) Reactant: [Cl:1][C:2]1[CH:10]=[CH:9][C:5]([C:6]([OH:8])=O)=[CH:4][N:3]=1.[CH3:11][Li]. Product: [C:6]([C:5]1[CH:9]=[CH:10][C:2]([Cl:1])=[N:3][CH:4]=1)(=[O:8])[CH3:11]. The catalyst class is: 27.